This data is from Forward reaction prediction with 1.9M reactions from USPTO patents (1976-2016). The task is: Predict the product of the given reaction. Given the reactants Cl.Cl[CH2:3][C:4]1[N:13]=[C:12]([N:14]([C:16]2[CH:21]=[CH:20][C:19]([O:22][CH3:23])=[CH:18][CH:17]=2)[CH3:15])[C:11]2[C:6](=[CH:7][CH:8]=[CH:9][CH:10]=2)[N:5]=1.C([O-])([O-])=O.[Cs+].[Cs+].[NH2:30][CH2:31][CH2:32][CH2:33][OH:34].CCOC(C)=O, predict the reaction product. The product is: [CH3:23][O:22][C:19]1[CH:20]=[CH:21][C:16]([N:14]([CH3:15])[C:12]2[C:11]3[C:6](=[CH:7][CH:8]=[CH:9][CH:10]=3)[N:5]=[C:4]([CH2:3][NH:30][CH2:31][CH2:32][CH2:33][OH:34])[N:13]=2)=[CH:17][CH:18]=1.